This data is from Reaction yield outcomes from USPTO patents with 853,638 reactions. The task is: Predict the reaction yield, written as a fraction of the theoretical maximum amount of product (1.0 means a 100% yield; for example, 0.34 means a 34% yield). The reactants are [OH-:1].[K+].F[C:4]1[CH:5]=[CH:6][C:7]([N+:11]([O-:13])=[O:12])=[C:8]([OH:10])[CH:9]=1.Cl. The catalyst is O. The product is [OH:10][C:8]1[CH:9]=[C:4]([OH:1])[CH:5]=[CH:6][C:7]=1[N+:11]([O-:13])=[O:12]. The yield is 0.680.